Binary Classification. Given a drug SMILES string, predict its activity (active/inactive) in a high-throughput screening assay against a specified biological target. From a dataset of Tyrosyl-DNA phosphodiesterase HTS with 341,365 compounds. (1) The compound is S(c1n(c2c(n1)cccc2)CC)Cc1[nH]c(=O)c2c(c(sc2n1)C(O)=O)C. The result is 1 (active). (2) The compound is Clc1cc(NC(=O)c2ccc(N3CCCC3=O)cc2)ccc1OC. The result is 0 (inactive).